Task: Predict the reactants needed to synthesize the given product.. Dataset: Full USPTO retrosynthesis dataset with 1.9M reactions from patents (1976-2016) Given the product [C:1]([O:5][C:6]([NH:8][C@@H:9]([CH2:17][CH2:18][C:19]([O:21][CH2:22][CH2:23][CH2:24][N:25]1[CH2:26][CH2:27][NH:28][CH2:29][CH2:30]1)=[O:20])[C:10]([O:12][C:13]([CH3:15])([CH3:16])[CH3:14])=[O:11])=[O:7])([CH3:2])([CH3:3])[CH3:4], predict the reactants needed to synthesize it. The reactants are: [C:1]([O:5][C:6]([NH:8][C@@H:9]([CH2:17][CH2:18][C:19]([O:21][CH2:22][CH2:23][CH2:24][N:25]1[CH2:30][CH2:29][N:28](C(OCC2C=CC=CC=2)=O)[CH2:27][CH2:26]1)=[O:20])[C:10]([O:12][C:13]([CH3:16])([CH3:15])[CH3:14])=[O:11])=[O:7])([CH3:4])([CH3:3])[CH3:2].